Dataset: Forward reaction prediction with 1.9M reactions from USPTO patents (1976-2016). Task: Predict the product of the given reaction. (1) Given the reactants [Cl:1][CH2:2][CH2:3][CH2:4][CH2:5][C:6](Cl)=[O:7].[NH2:9][CH2:10][C:11]1[N:15]=[C:14]([C:16]2[CH:21]=[N:20][C:19]3[N:22]([CH2:25][CH3:26])[N:23]=[CH:24][C:18]=3[C:17]=2[NH:27][CH:28]2[CH2:33][CH2:32][O:31][CH2:30][CH2:29]2)[O:13][N:12]=1.C(N(C(C)C)CC)(C)C, predict the reaction product. The product is: [Cl:1][CH2:2][CH2:3][CH2:4][CH2:5][C:6]([NH:9][CH2:10][C:11]1[N:15]=[C:14]([C:16]2[C:17]([NH:27][CH:28]3[CH2:33][CH2:32][O:31][CH2:30][CH2:29]3)=[C:18]3[CH:24]=[N:23][N:22]([CH2:25][CH3:26])[C:19]3=[N:20][CH:21]=2)[O:13][N:12]=1)=[O:7]. (2) Given the reactants [CH3:1][O:2][C:3]1[CH:4]=[C:5]([C:11]2([CH2:17][NH2:18])[CH2:16][CH2:15][CH2:14][CH2:13][CH2:12]2)[CH:6]=[CH:7][C:8]=1[O:9][CH3:10].[O:19]1[C:23]2[CH:24]=[CH:25][CH:26]=[CH:27][C:22]=2[CH:21]=[C:20]1[C:28](Cl)=[O:29].C(N(CC)CC)C, predict the reaction product. The product is: [CH3:1][O:2][C:3]1[CH:4]=[C:5]([C:11]2([CH2:17][NH:18][C:28]([C:20]3[O:19][C:23]4[CH:24]=[CH:25][CH:26]=[CH:27][C:22]=4[CH:21]=3)=[O:29])[CH2:12][CH2:13][CH2:14][CH2:15][CH2:16]2)[CH:6]=[CH:7][C:8]=1[O:9][CH3:10]. (3) Given the reactants [C:1]1([CH:7]([C:11]2[CH:16]=[CH:15][CH:14]=[CH:13][CH:12]=2)[CH2:8][CH2:9][NH2:10])[CH:6]=[CH:5][CH:4]=[CH:3][CH:2]=1.[CH:17](=O)[CH2:18][CH3:19].[BH4-].[Na+], predict the reaction product. The product is: [C:11]1([CH:7]([C:1]2[CH:2]=[CH:3][CH:4]=[CH:5][CH:6]=2)[CH2:8][CH2:9][NH:10][CH2:17][CH2:18][CH3:19])[CH:12]=[CH:13][CH:14]=[CH:15][CH:16]=1.